From a dataset of Peptide-MHC class II binding affinity with 134,281 pairs from IEDB. Regression. Given a peptide amino acid sequence and an MHC pseudo amino acid sequence, predict their binding affinity value. This is MHC class II binding data. (1) The peptide sequence is RPLLIEGTASLSPGM. The MHC is DRB1_0701 with pseudo-sequence DRB1_0701. The binding affinity (normalized) is 0.560. (2) The peptide sequence is ILVTVNPIASTNDDE. The MHC is DRB1_0404 with pseudo-sequence DRB1_0404. The binding affinity (normalized) is 0.797. (3) The peptide sequence is YHFDLSGIAFGSMAK. The MHC is HLA-DQA10501-DQB10301 with pseudo-sequence HLA-DQA10501-DQB10301. The binding affinity (normalized) is 0.639. (4) The peptide sequence is VIIHGLHLYGCSTSV. The MHC is DRB1_0301 with pseudo-sequence DRB1_0301. The binding affinity (normalized) is 0.0299.